From a dataset of Full USPTO retrosynthesis dataset with 1.9M reactions from patents (1976-2016). Predict the reactants needed to synthesize the given product. (1) The reactants are: Br[C:2]1[CH:7]=[CH:6][C:5]([O:8][CH3:9])=[C:4]([O:10][CH3:11])[C:3]=1[O:12][CH2:13][CH:14]([CH3:16])[CH3:15].[Li]CCCC.[B:22](OC)([O:25]C)[O:23]C.[NH4+].[Cl-].Cl. Given the product [CH3:11][O:10][C:4]1[C:3]([O:12][CH2:13][CH:14]([CH3:16])[CH3:15])=[C:2]([B:22]([OH:25])[OH:23])[CH:7]=[CH:6][C:5]=1[O:8][CH3:9], predict the reactants needed to synthesize it. (2) The reactants are: [Cl:1][C:2]1[CH:19]=[CH:18][C:5]([CH2:6][N:7]2[C:11]3[CH:12]=[CH:13][C:14]([CH:16]=O)=[CH:15][C:10]=3[N:9]=[N:8]2)=[C:4]([C:20]([F:23])([F:22])[F:21])[CH:3]=1.[NH:24]1[C:28]([CH2:29][N:30]2[C:34](=[O:35])[CH2:33][S:32][C:31]2=[O:36])=[N:27][N:26]=[N:25]1. Given the product [Cl:1][C:2]1[CH:19]=[CH:18][C:5]([CH2:6][N:7]2[C:11]3[CH:12]=[CH:13][C:14](/[CH:16]=[C:33]4/[C:34](=[O:35])[N:30]([CH2:29][C:28]5[NH:24][N:25]=[N:26][N:27]=5)[C:31](=[O:36])[S:32]/4)=[CH:15][C:10]=3[N:9]=[N:8]2)=[C:4]([C:20]([F:23])([F:21])[F:22])[CH:3]=1, predict the reactants needed to synthesize it. (3) Given the product [CH3:1][N:2]1[CH2:3][CH2:4][C:5]2[N:6]([CH2:14][C:15]([N:21]3[CH2:22][CH2:23][C:24]4[C:29](=[CH:28][CH:27]=[CH:26][CH:25]=4)[CH2:20]3)=[O:17])[C:7]3[CH:12]=[CH:11][C:10]([CH3:13])=[CH:9][C:8]=3[C:18]=2[CH2:19]1, predict the reactants needed to synthesize it. The reactants are: [CH3:1][N:2]1[CH2:19][CH2:18][C:5]2[N:6]([CH2:14][C:15]([OH:17])=O)[C:7]3[CH:8]=[CH:9][C:10]([CH3:13])=[CH:11][C:12]=3[C:4]=2[CH2:3]1.[CH2:20]1[C:29]2[C:24](=[CH:25][CH:26]=[CH:27][CH:28]=2)[CH2:23][CH2:22][NH:21]1.C1CCC(N=C=NC2CCCCC2)CC1.